From a dataset of Forward reaction prediction with 1.9M reactions from USPTO patents (1976-2016). Predict the product of the given reaction. (1) The product is: [CH3:11][O:10][C:8](=[O:9])[CH:7]([S:6][CH2:5][CH2:4][C:3]1[CH:12]=[CH:13][CH:14]=[CH:15][C:2]=1[Br:1])[Cl:16]. Given the reactants [Br:1][C:2]1[CH:15]=[CH:14][CH:13]=[CH:12][C:3]=1[CH2:4][CH2:5][S:6][CH2:7][C:8]([O:10][CH3:11])=[O:9].[Cl:16]N1C(=O)CCC1=O, predict the reaction product. (2) Given the reactants P(=O)(O)(O)O.C(N1CC[C:16]([C:20]2C=C(C=CC=2F)CN)([OH:19])CC1)C1C=CC=CC=1.C(N1CC=C(C2C=C(C=CC=2F)CN)CC1)C1C=CC=CC=1.CC([O:55]C(OC(OC(C)(C)C)=O)=O)(C)C.[C:66]([O:70][C:71](=[O:94])[NH:72][CH2:73][C:74]1[CH:79]=[CH:78][C:77]([F:80])=[C:76]([C:81]2[CH2:82][CH2:83][N:84](CC3C=CC=CC=3)[CH2:85][CH:86]=2)[CH:75]=1)([CH3:69])([CH3:68])[CH3:67], predict the reaction product. The product is: [C:16]([OH:55])(=[O:19])[CH3:20].[C:66]([O:70][C:71]([NH:72][CH2:73][C:74]1[CH:79]=[CH:78][C:77]([F:80])=[C:76]([CH:81]2[CH2:86][CH2:85][NH:84][CH2:83][CH2:82]2)[CH:75]=1)=[O:94])([CH3:69])([CH3:67])[CH3:68].